From a dataset of Experimentally validated miRNA-target interactions with 360,000+ pairs, plus equal number of negative samples. Binary Classification. Given a miRNA mature sequence and a target amino acid sequence, predict their likelihood of interaction. (1) The miRNA is mmu-miR-410-3p with sequence AAUAUAACACAGAUGGCCUGU. The protein sequence of the target gene is MEPHLLGLLLGLLLSGTRVLAGYPIWWSLALGQQYTSLASQPLLCGSIPGLVPKQLRFCRNYIEIMPSVAEGVKLGIQECQHQFRGRRWNCTTIDDSLAIFGPVLDKATRESAFVHAIASAGVAFAVTRSCAEGTSTICGCDSHHKGPPGEGWKWGGCSEDADFGVLVSREFADARENRPDARSAMNKHNNEAGRTTILDHMHLKCKCHGLSGSCEVKTCWWAQPDFRAIGDFLKDKYDSASEMVVEKHRESRGWVETLRAKYALFKPPTERDLVYYENSPNFCEPNPETGSFGTRDRTC.... Result: 1 (interaction). (2) The miRNA is hsa-miR-943 with sequence CUGACUGUUGCCGUCCUCCAG. The protein sequence of the target gene is MRRRLWLGLAWLLLARAPDAAGTPSASRGPRSYPHLEGDVRWRRLFSSTHFFLRVDPGGRVQGTRWRHGQDSILEIRSVHVGVVVIKAVSSGFYVAMNRRGRLYGSRLYTVDCRFRERIEENGHNTYASQRWRRRGQPMFLALDRRGGPRPGGRTRRYHLSAHFLPVLVS. Result: 0 (no interaction). (3) The miRNA is hsa-miR-605-3p with sequence AGAAGGCACUAUGAGAUUUAGA. The protein sequence of the target gene is MNLLDPFMKMTDEQEKGLSGAPSPTMSEDSAGSPCPSGSGSDTENTRPQENTFPKGEPDLKKESEEDKFPVCIREAVSQVLKGYDWTLVPMPVRVNGSSKNKPHVKRPMNAFMVWAQAARRKLADQYPHLHNAELSKTLGKLWRLLNESEKRPFVEEAERLRVQHKKDHPDYKYQPRRRKSVKNGQAEAEEATEQTHISPNAIFKALQADSPHSSSGMSEVHSPGEHSGQSQGPPTPPTTPKTDVQAGKVDLKREGRPLAEGGRQPPIDFRDVDIGELSSDVISNIETFDVNEFDQYLPP.... Result: 0 (no interaction). (4) The miRNA is mmu-miR-1192 with sequence AAACAAACAAACAGACCAAAUU. The protein sequence of the target gene is MGLTISSLFSRLFGKKQMRILMVGLDAAGKTTILYKLKLGEIVTTIPTIGFNVETVEYKNICFTVWDVGGQDRIRPLWKHYFQNTQGLIFVVDSNDRERIQEVADELQKMLLVDELRDAVLLLFANKQDLPNAMAISEMTDKLGLQSLRNRTWYVQATCATQGTGLYEGLDWLSNELSKR. Result: 0 (no interaction). (5) The protein sequence of the target gene is MTKFQEMVTFKDVAVVFTREELGLLDLAQRKLYQDVMLENFRNLLSVGYQPFKLDVILQLGKEDKLRMMETEIQGDGCSGHKNQNEIDTLQEVRLRFLSYEDLICWQIWEQFTSKLTSNQDLIINLQGKRSKLLKQGDSPCQVWTGESSQVSEDENYVIKLQGESSNSIKNQELPLRTTWDFWRKMYLREPQNYQSRCQQIDVKNKLCKCDHCVRQRIAHQHDDHGVHKREKAFSHNNCGKDCVKESSQHSIIQSGEQTSDENGKGLSVGSNLELHQQLHLRDKPHVNVEYGKGIGYSSG.... The miRNA is hsa-miR-26a-5p with sequence UUCAAGUAAUCCAGGAUAGGCU. Result: 1 (interaction). (6) The protein sequence of the target gene is MADDLKRFLYKKLPSVEGLHAIVVSDRDGVPVIKVANDNAPEHALRPGFLSTFALATDQGSKLGLSKNKSIICYYNTYQVVQFNRLPLVVSFIASSSANTGLIVSLEKELAPLFEELRQVVEVS. Result: 1 (interaction). The miRNA is hsa-miR-362-3p with sequence AACACACCUAUUCAAGGAUUCA. (7) The miRNA is hsa-miR-3977 with sequence GUGCUUCAUCGUAAUUAACCUUA. The protein sequence of the target gene is MGRGAGREYSPAATTAENGGGKKKQKEKELDELKKEVAMDDHKLSLDELGRKYQVDLSKGLTNQRAQDILARDGPNALTPPPTTPEWVKFCRQLFGGFSILLWIGALLCFLAYGILAAMEDEPSNDNLYLGIVLAAVVIVTGCFSYYQEAKSSKIMDSFKNMVPQQALVIREGEKMQINAEEVVVGDLVEVKGGDRVPADLRIISSHGCKVDNSSLTGESEPQTRSPEFTHENPLETRNICFFSTNCVEGTARGIVIATGDRTVMGRIATLASGLEVGQTPIAMEIEHFIQLITGVAVFL.... Result: 0 (no interaction). (8) The miRNA is mmu-miR-483-5p with sequence AAGACGGGAGAAGAGAAGGGAG. The protein sequence of the target gene is MHSPRKLFHARSSLATRRSTALVVLTSLAIGIAGFTFGLAVILIPGLRLTGRNCLTNTPPKTVRVVWDVAGNSNGVVSGEKKRHKVMGFVGIQTGFGSAGRRRSLRKTWMPSDPEGLRRLEESTGLAIRFMIGKTKSEEKMAQLRREIAEYDDFVLLDIEEEYSKLPYKTLAFFKAAYALYDSEFYVKADDDIYLRPDRLSLLLAKERSHSQTYLGCLKKGPVFTDPKLKWYEPLSHLLGKEYFLHAYGPIYALSADVVASLVALKNNSFRMFNNEDVTIGAWMLAMNVNHENHHILCEP.... Result: 0 (no interaction). (9) The miRNA is hsa-miR-4797-3p with sequence UCUCAGUAAGUGGCACUCUGU. The protein sequence of the target gene is MRVLLACLLVCALVVSDSDGSNEVHKESGESNCGCLNGGKCVTYKYFSNIQRCSCPKKFQGEHCEIDTSKTCYQGNGHSYRGKANRDLSGRPCLAWDSPTVLLKMYHAHRSDAIQLGLGKHNYCRNPDNQRRPWCYVQIGLKQFVQFCMVQDCSVGKSPSSPREKEEFQCGQKALRPRFKIVGGQVTNAENQPWFAAIYRRHRGGSITYLCGGSLISPCWVVSATHCFIDHPKKENYIVYLGQSRLNSDTRGEMQFEVEKLILHEDYSAESLAHHNDIALLKIRTSRGQCAQPSRSIQTI.... Result: 0 (no interaction).